This data is from Forward reaction prediction with 1.9M reactions from USPTO patents (1976-2016). The task is: Predict the product of the given reaction. (1) Given the reactants C(Cl)CCl.[NH2:5][C:6]1[N:11]=[CH:10][C:9](/[CH:12]=[CH:13]/[C:14]([OH:16])=O)=[CH:8][CH:7]=1.[CH3:17][N:18]1[C:26]2[C:21](=[CH:22][CH:23]=[CH:24][CH:25]=2)[C:20]([CH2:27][NH:28][CH3:29])=[N:19]1.C1C=CC2N(O)N=NC=2C=1.O.CCN(CC)CC, predict the reaction product. The product is: [NH2:5][C:6]1[N:11]=[CH:10][C:9](/[CH:12]=[CH:13]/[C:14]([N:28]([CH3:29])[CH2:27][C:20]2[C:21]3[C:26](=[CH:25][CH:24]=[CH:23][CH:22]=3)[N:18]([CH3:17])[N:19]=2)=[O:16])=[CH:8][CH:7]=1. (2) Given the reactants Br[C:2]1[CH:11]=[CH:10][C:5]([C:6]([O:8][CH3:9])=[O:7])=[C:4]([Cl:12])[CH:3]=1.[CH:13]1([C:16]#[CH:17])[CH2:15][CH2:14]1.CN(C=O)C, predict the reaction product. The product is: [Cl:12][C:4]1[CH:3]=[C:2]([C:17]#[C:16][CH:13]2[CH2:15][CH2:14]2)[CH:11]=[CH:10][C:5]=1[C:6]([O:8][CH3:9])=[O:7]. (3) Given the reactants [Br:1][C:2]1[CH:3]=[CH:4][C:5]([C:8]2[CH2:12][C@@H:11]([CH2:13]Cl)[O:10][N:9]=2)=[N:6][CH:7]=1.[NH:15]1[CH2:19][CH2:18][CH2:17][CH2:16]1.CS(C)=O, predict the reaction product. The product is: [Br:1][C:2]1[CH:3]=[CH:4][C:5]([C:8]2[CH2:12][C@@H:11]([CH2:13][N:15]3[CH2:19][CH2:18][CH2:17][CH2:16]3)[O:10][N:9]=2)=[N:6][CH:7]=1. (4) Given the reactants [Br:1][C:2]1[CH:7]=[C:6]([F:8])[CH:5]=[CH:4][C:3]=1[C@@H:9]1[C:14]([C:15]([O:17][C@H:18]([CH3:25])[C:19]([O:21][CH:22]([CH3:24])[CH3:23])=[O:20])=[O:16])=[C:13]([CH3:26])[NH:12][C:11]([C:27]2[S:28][CH:29]=[CH:30][N:31]=2)=[N:10]1.C1C(=O)N([Br:39])C(=O)C1, predict the reaction product. The product is: [Br:1][C:2]1[CH:7]=[C:6]([F:8])[CH:5]=[CH:4][C:3]=1[C@@H:9]1[C:14]([C:15]([O:17][C@H:18]([CH3:25])[C:19]([O:21][CH:22]([CH3:24])[CH3:23])=[O:20])=[O:16])=[C:13]([CH2:26][Br:39])[NH:12][C:11]([C:27]2[S:28][CH:29]=[CH:30][N:31]=2)=[N:10]1. (5) Given the reactants [F:1][C:2]1[CH:30]=[CH:29][CH:28]=[C:27]([F:31])[C:3]=1[CH2:4][O:5][C:6]1[CH:7]=[CH:8][C:9]([CH3:26])=[C:10]([N:12]2[CH2:21][C:20]3[C:15](=[CH:16][C:17]([C:22](O)=[O:23])=[CH:18][CH:19]=3)[NH:14][C:13]2=[O:25])[CH:11]=1.C(Cl)(=O)C(Cl)=O.[NH2:38][CH2:39][CH2:40][OH:41].C(N(CC)CC)C, predict the reaction product. The product is: [F:1][C:2]1[CH:30]=[CH:29][CH:28]=[C:27]([F:31])[C:3]=1[CH2:4][O:5][C:6]1[CH:7]=[CH:8][C:9]([CH3:26])=[C:10]([N:12]2[CH2:21][C:20]3[C:15](=[CH:16][C:17]([C:22]([NH:38][CH2:39][CH2:40][OH:41])=[O:23])=[CH:18][CH:19]=3)[NH:14][C:13]2=[O:25])[CH:11]=1. (6) The product is: [CH3:1][O:2][P:3]([CH2:7][CH:8]([OH:29])[CH:9]([NH2:14])[CH2:10][CH:11]([CH3:12])[CH3:13])(=[O:6])[O:4][CH3:5]. Given the reactants [CH3:1][O:2][P:3]([CH2:7][CH:8]([OH:29])[CH:9]([N:14](CC1C=CC=CC=1)CC1C=CC=CC=1)[CH2:10][CH:11]([CH3:13])[CH3:12])(=[O:6])[O:4][CH3:5], predict the reaction product. (7) Given the reactants [Cl:1][C:2]1[C:15]2[C:14](=[O:16])[C:13]3[C:8](=[CH:9][CH:10]=[CH:11][CH:12]=3)[S:7][C:6]=2[C:5]([O:17][CH2:18][CH2:19][CH2:20]I)=[CH:4][CH:3]=1.[NH:22]([CH2:26][CH2:27][OH:28])[CH2:23][CH2:24][OH:25], predict the reaction product. The product is: [OH:25][CH2:24][CH2:23][N:22]([CH2:26][CH2:27][OH:28])[CH2:20][CH2:19][CH2:18][O:17][C:5]1[C:6]2[S:7][C:8]3[C:13](=[CH:12][CH:11]=[CH:10][CH:9]=3)[C:14](=[O:16])[C:15]=2[C:2]([Cl:1])=[CH:3][CH:4]=1. (8) Given the reactants [Cl:1][C:2]1[CH:7]=[CH:6][C:5]([NH:8]C(=O)OC(C)(C)C)=[C:4]([CH:16]([C:18]2[CH:23]=[CH:22][CH:21]=[C:20]([O:24][CH3:25])[C:19]=2[O:26][CH:27]([F:29])[F:28])[OH:17])[CH:3]=1.Cl.[OH-].[Na+], predict the reaction product. The product is: [NH2:8][C:5]1[CH:6]=[CH:7][C:2]([Cl:1])=[CH:3][C:4]=1[CH:16]([C:18]1[CH:23]=[CH:22][CH:21]=[C:20]([O:24][CH3:25])[C:19]=1[O:26][CH:27]([F:29])[F:28])[OH:17]. (9) Given the reactants [NH2:1][CH2:2][C:3]1[CH:4]=[C:5]([NH:9][C:10]2[N:15]=[C:14]([C:16]3[S:20][C:19]([NH:21][CH3:22])=[N:18][C:17]=3[CH3:23])[CH:13]=[CH:12][N:11]=2)[CH:6]=[CH:7][CH:8]=1.[CH3:24][S:25](Cl)(=[O:27])=[O:26], predict the reaction product. The product is: [CH3:23][C:17]1[N:18]=[C:19]([NH:21][CH3:22])[S:20][C:16]=1[C:14]1[CH:13]=[CH:12][N:11]=[C:10]([NH:9][C:5]2[CH:4]=[C:3]([CH:8]=[CH:7][CH:6]=2)[CH2:2][NH:1][S:25]([CH3:24])(=[O:27])=[O:26])[N:15]=1.